Dataset: Full USPTO retrosynthesis dataset with 1.9M reactions from patents (1976-2016). Task: Predict the reactants needed to synthesize the given product. (1) Given the product [CH3:25][C:26]1[C:34]([NH:35][S:36]([C:39]2[S:40][CH:41]=[CH:42][CH:43]=2)(=[O:38])=[O:37])=[C:33]2[C:29]([CH:30]=[C:31]([C:44]([NH:24][CH2:23][CH2:22][S:21][C:2]([C:9]3[CH:14]=[CH:13][CH:12]=[CH:11][CH:10]=3)([C:15]3[CH:16]=[CH:17][CH:18]=[CH:19][CH:20]=3)[C:3]3[CH:8]=[CH:7][CH:6]=[CH:5][CH:4]=3)=[O:45])[NH:32]2)=[CH:28][CH:27]=1, predict the reactants needed to synthesize it. The reactants are: Cl.[C:2]([S:21][CH2:22][CH2:23][NH2:24])([C:15]1[CH:20]=[CH:19][CH:18]=[CH:17][CH:16]=1)([C:9]1[CH:14]=[CH:13][CH:12]=[CH:11][CH:10]=1)[C:3]1[CH:8]=[CH:7][CH:6]=[CH:5][CH:4]=1.[CH3:25][C:26]1[C:34]([NH:35][S:36]([C:39]2[S:40][CH:41]=[CH:42][CH:43]=2)(=[O:38])=[O:37])=[C:33]2[C:29]([CH:30]=[C:31]([C:44](O)=[O:45])[NH:32]2)=[CH:28][CH:27]=1.N1(O)C2C=CC=CC=2N=N1.Cl.CN(C)CCCN=C=NCC. (2) Given the product [Cl:18][C:17]1[CH:16]=[CH:15][CH:14]=[C:10]2[C:9]=1[NH:8][C:6](=[O:7])[NH:2][C:11]2=[O:12], predict the reactants needed to synthesize it. The reactants are: C[N:2]1[C:6](=[O:7])CCC1.[NH2:8][C:9]1[C:17]([Cl:18])=[CH:16][CH:15]=[CH:14][C:10]=1[C:11](O)=[O:12].NC(N)=O. (3) Given the product [F:24][C:17]1[CH:16]=[C:15]([CH:25]([NH:27][C:28]([C:30]2[N:31]=[C:32]([O:11][C:7]3[CH:8]=[CH:9][CH:10]=[C:5]([O:4][CH:1]([CH3:3])[CH3:2])[CH:6]=3)[O:33][CH:34]=2)=[O:29])[CH3:26])[CH:14]=[C:13]([F:12])[C:18]=1[NH:19][S:20]([CH3:23])(=[O:22])=[O:21], predict the reactants needed to synthesize it. The reactants are: [CH:1]([O:4][C:5]1[CH:6]=[C:7]([OH:11])[CH:8]=[CH:9][CH:10]=1)([CH3:3])[CH3:2].[F:12][C:13]1[CH:14]=[C:15]([CH:25]([NH:27][C:28]([C:30]2[N:31]=[C:32](Cl)[O:33][CH:34]=2)=[O:29])[CH3:26])[CH:16]=[C:17]([F:24])[C:18]=1[NH:19][S:20]([CH3:23])(=[O:22])=[O:21].C([O-])([O-])=O.[K+].[K+]. (4) Given the product [CH2:1]([O:8][C:9]([N:11]1[CH2:15][CH2:14][CH2:13][C:12]1([C:16](=[O:26])[NH:17][C@@H:18]([C@H:23]([O:25][C:42](=[O:43])[CH3:41])[CH3:24])[C:19]([O:21][CH3:22])=[O:20])[CH2:27][C:28]1[CH:29]=[CH:30][CH:31]=[CH:32][CH:33]=1)=[O:10])[C:2]1[CH:7]=[CH:6][CH:5]=[CH:4][CH:3]=1, predict the reactants needed to synthesize it. The reactants are: [CH2:1]([O:8][C:9]([N:11]1[CH2:15][CH2:14][CH2:13][C:12]1([CH2:27][C:28]1[CH:33]=[CH:32][CH:31]=[CH:30][CH:29]=1)[C:16](=[O:26])[NH:17][C@@H:18]([C@H:23]([OH:25])[CH3:24])[C:19]([O:21][CH3:22])=[O:20])=[O:10])[C:2]1[CH:7]=[CH:6][CH:5]=[CH:4][CH:3]=1.CCN(CC)CC.[CH3:41][C:42](OC(C)=O)=[O:43].